This data is from Experimentally validated miRNA-target interactions with 360,000+ pairs, plus equal number of negative samples. The task is: Binary Classification. Given a miRNA mature sequence and a target amino acid sequence, predict their likelihood of interaction. (1) The miRNA is cel-miR-42-3p with sequence UCACCGGGUUAACAUCUACAGA. The protein sequence of the target gene is MKLADSVMAGKASDGSIKWQLCYDISARTWWMDEFHPFIEALLPHVRAFAYTWFNLQARKRKYFKKHEKRMSKEEERAVKDELLSEKPEVKQKWASRLLAKLRKDIRPEYREDFVLTVTGKKPPCCVLSNPDQKGKMRRIDCLRQADKVWRLDLVMVILFKGIPLESTDGERLVKSPQCSNPGLCVQPHHIGVSVKELDLYLAYFVHAADSSQSESPSQPSEADIKDQPENGHLGFQDSFVTSGVFSVTELVRVSQTPIAAGTGPNFSLSDLESSSYYSMSPGAMRRSLPSTSSTSSTKR.... Result: 0 (no interaction). (2) The miRNA is hsa-miR-4772-3p with sequence CCUGCAACUUUGCCUGAUCAGA. The protein sequence of the target gene is MEELTIWEQHTATLSKDPRRGFGIAISGGRDRPGGSMVVSDVVPGGPAEGRLQTGDHIVMVNGVSMENATSAFAIQILKTCTKMANITVKRPRRIHLPATKASPSSPGRQDSDEDDGPQRVEEVDQGRGYDGDSSSGSGRSWDERSRRPRPGRRGRAGSHGRRSPGGGSEANGLALVSGFKRLPRQDVQMKPVKSVLVKRRDSEEFGVKLGSQIFIKHITDSGLAARHRGLQEGDLILQINGVSSQNLSLNDTRRLIEKSEGKLSLLVLRDRGQFLVNIPPAVSDSDSSPLEDISDLASE.... Result: 0 (no interaction). (3) The miRNA is hsa-miR-371b-5p with sequence ACUCAAAAGAUGGCGGCACUUU. The protein sequence of the target gene is MDTFSTKSLALQAQKKLLSKMASKAVVAVLVDDTSSEVLDELYRATREFTRSRKEAQKMLKNLVKVALKLGLLLRGDQLGGEELALLRRFRHRARCLAMTAVSFHQVDFTFDRRVLAAGLLECRDLLHQAVGPHLTAKSHGRINHVFGHLADCDFLAALYGPAEPYRSHLRRICEGLGRMLDEGSL. Result: 1 (interaction).